Task: Regression. Given a peptide amino acid sequence and an MHC pseudo amino acid sequence, predict their binding affinity value. This is MHC class I binding data.. Dataset: Peptide-MHC class I binding affinity with 185,985 pairs from IEDB/IMGT (1) The peptide sequence is FMIDWILDA. The MHC is HLA-B27:05 with pseudo-sequence HLA-B27:05. The binding affinity (normalized) is 0.0847. (2) The peptide sequence is HSNIEEVAL. The MHC is HLA-B40:01 with pseudo-sequence HLA-B40:01. The binding affinity (normalized) is 0. (3) The peptide sequence is VIFYFISIY. The MHC is HLA-A31:01 with pseudo-sequence HLA-A31:01. The binding affinity (normalized) is 0.339. (4) The peptide sequence is LVTGAGSGF. The MHC is HLA-A02:03 with pseudo-sequence HLA-A02:03. The binding affinity (normalized) is 0.0847. (5) The peptide sequence is WFVPPSLRVL. The MHC is H-2-Kd with pseudo-sequence H-2-Kd. The binding affinity (normalized) is 0. (6) The peptide sequence is AFDWPELEF. The MHC is HLA-A03:01 with pseudo-sequence HLA-A03:01. The binding affinity (normalized) is 0.0847. (7) The peptide sequence is RLASYGLYY. The MHC is HLA-A11:01 with pseudo-sequence HLA-A11:01. The binding affinity (normalized) is 0.689. (8) The peptide sequence is CSPRGSSCGST. The MHC is Mamu-A01 with pseudo-sequence Mamu-A01. The binding affinity (normalized) is 0.388. (9) The peptide sequence is REVFYFGKF. The MHC is HLA-A01:01 with pseudo-sequence HLA-A01:01. The binding affinity (normalized) is 0.0847.